From a dataset of Full USPTO retrosynthesis dataset with 1.9M reactions from patents (1976-2016). Predict the reactants needed to synthesize the given product. (1) Given the product [ClH:1].[Cl:1][C:2]1[CH:7]=[CH:6][C:5]([F:8])=[CH:4][C:3]=1[N:9]1[CH2:15][CH2:14][CH2:13][NH:12][CH2:11][CH2:10]1, predict the reactants needed to synthesize it. The reactants are: [Cl:1][C:2]1[CH:7]=[CH:6][C:5]([F:8])=[CH:4][C:3]=1[N:9]1[CH2:15][CH2:14][CH2:13][N:12](C(OC(C)(C)C)=O)[CH2:11][CH2:10]1.Cl.O1CCOCC1. (2) Given the product [CH3:1][C:2]1([CH3:14])[CH2:3][N:4]([C:16]2[CH:17]=[CH:18][C:19]3[O:20][CH2:21][C:22](=[O:26])[NH:23][C:24]=3[N:25]=2)[C@H:5]([C:8]2[CH:9]=[CH:10][CH:11]=[CH:12][CH:13]=2)[CH2:6][O:7]1, predict the reactants needed to synthesize it. The reactants are: [CH3:1][C:2]1([CH3:14])[O:7][CH2:6][C@@H:5]([C:8]2[CH:13]=[CH:12][CH:11]=[CH:10][CH:9]=2)[NH:4][CH2:3]1.Br[C:16]1[CH:17]=[CH:18][C:19]2[O:20][CH2:21][C:22](=[O:26])[NH:23][C:24]=2[N:25]=1.